This data is from Forward reaction prediction with 1.9M reactions from USPTO patents (1976-2016). The task is: Predict the product of the given reaction. (1) Given the reactants [CH2:1]([N:3]([CH2:28][CH3:29])[C:4]([C:6]1[CH:7]=[CH:8][C:9]([N+:25]([O-])=O)=[C:10]([NH:12][C:13](=[O:24])[CH2:14][C:15]2[CH:20]=[CH:19][C:18]([O:21][CH2:22][CH3:23])=[CH:17][CH:16]=2)[CH:11]=1)=[O:5])[CH3:2], predict the reaction product. The product is: [NH2:25][C:9]1[CH:8]=[CH:7][C:6]([C:4]([N:3]([CH2:1][CH3:2])[CH2:28][CH3:29])=[O:5])=[CH:11][C:10]=1[NH:12][C:13](=[O:24])[CH2:14][C:15]1[CH:16]=[CH:17][C:18]([O:21][CH2:22][CH3:23])=[CH:19][CH:20]=1. (2) Given the reactants [N+]([O-])([O-])=O.[Nd+3:5].[N+]([O-])([O-])=O.[N+]([O-])([O-])=O.[CH3:14][O:15][C:16]1[CH:24]=[CH:23][CH:22]=[CH:21][C:17]=1[C:18]([OH:20])=[O:19].C(N(CC)CC)C, predict the reaction product. The product is: [Nd:5].[CH3:14][O:15][C:16]1[CH:24]=[CH:23][CH:22]=[CH:21][C:17]=1[C:18]([OH:20])=[O:19]. (3) Given the reactants [C:1]([C:3]1[C:4]([N:22]2[CH2:27][CH2:26][CH:25]([C:28]([OH:30])=O)[CH2:24][CH2:23]2)=[N:5][C:6]([CH2:15][N:16]2[CH2:20][CH2:19][CH2:18][C:17]2=[O:21])=[C:7]([C:9]([O:11][CH:12]([CH3:14])[CH3:13])=[O:10])[CH:8]=1)#[N:2].[CH3:31][C:32]1[CH:37]=[CH:36][C:35]([CH2:38][S:39]([NH2:42])(=[O:41])=[O:40])=[CH:34][CH:33]=1, predict the reaction product. The product is: [C:1]([C:3]1[C:4]([N:22]2[CH2:27][CH2:26][CH:25]([C:28](=[O:30])[NH:42][S:39]([CH2:38][C:35]3[CH:36]=[CH:37][C:32]([CH3:31])=[CH:33][CH:34]=3)(=[O:40])=[O:41])[CH2:24][CH2:23]2)=[N:5][C:6]([CH2:15][N:16]2[CH2:20][CH2:19][CH2:18][C:17]2=[O:21])=[C:7]([CH:8]=1)[C:9]([O:11][CH:12]([CH3:14])[CH3:13])=[O:10])#[N:2]. (4) The product is: [N+:10]([C:13]1[CH:18]=[C:17]([N+:19]([O-:21])=[O:20])[CH:16]=[CH:15][C:14]=1[S:22]([O:1][C:2]1[C:7](=[O:8])[CH:6]=[CH:5][O:4][C:3]=1[CH3:9])(=[O:24])=[O:23])([O-:12])=[O:11]. Given the reactants [OH:1][C:2]1[C:7](=[O:8])[CH:6]=[CH:5][O:4][C:3]=1[CH3:9].[N+:10]([C:13]1[CH:18]=[C:17]([N+:19]([O-:21])=[O:20])[CH:16]=[CH:15][C:14]=1[S:22](Cl)(=[O:24])=[O:23])([O-:12])=[O:11], predict the reaction product. (5) Given the reactants CC1[N:3]([C:8]2[N:13]=[C:12]([CH3:14])[C:11]([O:15][CH2:16][C:17]3[CH:22]=[CH:21][CH:20]=[CH:19][CH:18]=3)=[C:10]([CH2:23][CH2:24][CH2:25][CH2:26][CH2:27][CH2:28][CH2:29][CH2:30][CH2:31][CH2:32][O:33][CH2:34][C:35]3[CH:40]=[CH:39][CH:38]=[CH:37][CH:36]=3)[N:9]=2)C(C)=CC=1.Cl.NO.[OH-].[K+].[OH-].[Na+], predict the reaction product. The product is: [NH2:3][C:8]1[N:13]=[C:12]([CH3:14])[C:11]([O:15][CH2:16][C:17]2[CH:22]=[CH:21][CH:20]=[CH:19][CH:18]=2)=[C:10]([CH2:23][CH2:24][CH2:25][CH2:26][CH2:27][CH2:28][CH2:29][CH2:30][CH2:31][CH2:32][O:33][CH2:34][C:35]2[CH:36]=[CH:37][CH:38]=[CH:39][CH:40]=2)[N:9]=1.